Dataset: Full USPTO retrosynthesis dataset with 1.9M reactions from patents (1976-2016). Task: Predict the reactants needed to synthesize the given product. (1) Given the product [Cl:19][CH2:20][C:21]([N:6]1[C@H:7]([C:10]#[CH:11])[CH2:8][CH2:9][C@H:5]1[C:3]([OH:2])=[O:4])=[O:22], predict the reactants needed to synthesize it. The reactants are: C[O:2][C:3]([C@@H:5]1[CH2:9][CH2:8][C@@H:7]([C:10]#[C:11][Si](C)(C)C)[NH:6]1)=[O:4].O[Li].O.[Cl:19][CH2:20][C:21](Cl)=[O:22]. (2) Given the product [CH3:1][O:2][C:3]([C@@H:5]1[CH2:9][CH2:8][CH2:7][N:6]1[NH:10][CH2:11][C:12]1[CH:17]=[CH:16][CH:15]=[C:14]([F:18])[CH:13]=1)=[O:4], predict the reactants needed to synthesize it. The reactants are: [CH3:1][O:2][C:3]([C@@H:5]1[CH2:9][CH2:8][CH2:7][N:6]1[N:10]=[CH:11][C:12]1[CH:17]=[CH:16][CH:15]=[C:14]([F:18])[CH:13]=1)=[O:4].C([BH3-])#N.[Na+].C(=O)(O)[O-].[Na+].